This data is from Reaction yield outcomes from USPTO patents with 853,638 reactions. The task is: Predict the reaction yield, written as a fraction of the theoretical maximum amount of product (1.0 means a 100% yield; for example, 0.34 means a 34% yield). (1) The reactants are [NH2:1][C:2]1[C:3]2[N:4]([C:8]([C@@H:28]3[CH2:32][CH2:31][CH2:30][NH:29]3)=[N:9][C:10]=2[C:11]2[CH:25]=[CH:24][C:14]([C:15]([NH:17][C:18]3[CH:23]=[CH:22][CH:21]=[CH:20][N:19]=3)=[O:16])=[C:13]([O:26][CH3:27])[CH:12]=2)[CH:5]=[CH:6][N:7]=1.[C:33](Cl)(=[O:36])[CH:34]=[CH2:35]. No catalyst specified. The product is [C:33]([N:29]1[CH2:30][CH2:31][CH2:32][C@H:28]1[C:8]1[N:4]2[CH:5]=[CH:6][N:7]=[C:2]([NH2:1])[C:3]2=[C:10]([C:11]2[CH:25]=[CH:24][C:14]([C:15]([NH:17][C:18]3[CH:23]=[CH:22][CH:21]=[CH:20][N:19]=3)=[O:16])=[C:13]([O:26][CH3:27])[CH:12]=2)[N:9]=1)(=[O:36])[CH:34]=[CH2:35]. The yield is 0.355. (2) The reactants are [N+:1]([C:4]1[CH:14]=[CH:13][C:7]([O:8][CH2:9][C:10]([OH:12])=O)=[CH:6][CH:5]=1)([O-:3])=[O:2].Cl.C([N:18](CC)[CH2:19][CH3:20])C.CC[N:25]=C=NCCCN(C)C.Cl.C(N(C(C)C)CC)(C)C. The catalyst is C1COCC1. The yield is 0.600. The product is [N+:1]([C:4]1[CH:5]=[CH:6][C:7]([O:8][CH2:9][C:10]2[O:12][N:25]=[C:19]([CH3:20])[N:18]=2)=[CH:13][CH:14]=1)([O-:3])=[O:2]. (3) The reactants are [C:1]12([C:11]3[CH:12]=[C:13]([C:19]4[CH:20]=[C:21]([CH:30]=[CH:31][CH:32]=4)[CH:22]=[C:23]4[S:27][C:26](=[S:28])[NH:25][C:24]4=[O:29])[CH:14]=[C:15]([F:18])[C:16]=3[OH:17])[CH2:10][CH:5]3[CH2:6][CH:7]([CH2:9][CH:3]([CH2:4]3)[CH2:2]1)[CH2:8]2.[CH3:33]CN(C(C)C)C(C)C.IC. The catalyst is CCO.O. The product is [C:1]12([C:11]3[CH:12]=[C:13]([C:19]4[CH:20]=[C:21]([CH:30]=[CH:31][CH:32]=4)[CH:22]=[C:23]4[S:27][C:26]([S:28][CH3:33])=[N:25][C:24]4=[O:29])[CH:14]=[C:15]([F:18])[C:16]=3[OH:17])[CH2:2][CH:3]3[CH2:4][CH:5]([CH2:6][CH:7]([CH2:9]3)[CH2:8]1)[CH2:10]2. The yield is 0.530. (4) The reactants are [C:1]([O:5][C:6]([NH:8][C:9]1[CH:10]=[C:11]([C:15]([O:17]C)=[O:16])[N:12]([CH3:14])[CH:13]=1)=[O:7])([CH3:4])([CH3:3])[CH3:2].[OH-].[Na+]. The catalyst is C1COCC1.O.O. The product is [C:1]([O:5][C:6]([NH:8][C:9]1[CH:10]=[C:11]([C:15]([OH:17])=[O:16])[N:12]([CH3:14])[CH:13]=1)=[O:7])([CH3:4])([CH3:2])[CH3:3]. The yield is 0.810. (5) The reactants are [OH:1][CH2:2][C:3]1[CH:10]=[CH:9][C:6]([C:7]#[N:8])=[CH:5][CH:4]=1.Cl.[OH:12][NH2:13].C(=O)(O)[O-].[Na+]. The catalyst is CO. The product is [OH:12][NH:13][C:7](=[NH:8])[C:6]1[CH:9]=[CH:10][C:3]([CH2:2][OH:1])=[CH:4][CH:5]=1. The yield is 0.990. (6) The reactants are COC1C=CC(P2(SP(C3C=CC(OC)=CC=3)(=S)S2)=[S:10])=CC=1.[Cl:23][C:24]1[C:41]([C:42]([F:45])([F:44])[F:43])=[CH:40][CH:39]=[CH:38][C:25]=1[CH2:26][N:27]1[CH:32]([CH:33]2[CH2:35][CH2:34]2)[CH2:31][NH:30][C:29](=O)[C:28]1=[O:37]. The catalyst is C1COCC1. The product is [Cl:23][C:24]1[C:41]([C:42]([F:45])([F:44])[F:43])=[CH:40][CH:39]=[CH:38][C:25]=1[CH2:26][N:27]1[CH:32]([CH:33]2[CH2:35][CH2:34]2)[CH2:31][NH:30][C:29](=[S:10])[C:28]1=[O:37]. The yield is 0.860. (7) The reactants are C([O:3][C:4]([C:6]1[C:14]2[C:9](=[CH:10][C:11]([O:15][CH3:16])=[CH:12][CH:13]=2)[N:8]([CH3:17])[C:7]=1[C:18]([F:21])([F:20])[F:19])=[O:5])C.[OH-].[K+].Cl. The catalyst is C1COCC1.CO.O. The product is [CH3:16][O:15][C:11]1[CH:10]=[C:9]2[C:14]([C:6]([C:4]([OH:5])=[O:3])=[C:7]([C:18]([F:20])([F:21])[F:19])[N:8]2[CH3:17])=[CH:13][CH:12]=1. The yield is 0.650. (8) The reactants are CC(C)([O-])C.[K+].[C:7]([CH2:9]P(=O)(OCC)OCC)#[N:8].O=[C:19]1[CH2:22][CH:21]([C:23]#[N:24])[CH2:20]1. The catalyst is O1CCCC1. The product is [C:7]([CH:9]=[C:19]1[CH2:22][CH:21]([C:23]#[N:24])[CH2:20]1)#[N:8]. The yield is 0.232. (9) The reactants are [CH3:1][O:2][C:3]1[CH:4]=[C:5]([CH:13]=[CH:14][C:15](=O)[CH3:16])[CH:6]=[C:7]([O:11][CH3:12])[C:8]=1[O:9][CH3:10].[C:18]([CH2:20][C:21]([NH2:23])=[S:22])#[N:19].N1CCCCC1.Br[CH2:31][C:32]([C:34]1[CH:39]=[CH:38][C:37]([O:40][CH3:41])=[CH:36][CH:35]=1)=[O:33].O.[OH-].[Na+]. The catalyst is C(O)C. The product is [NH2:19][C:18]1[C:20]2[C:21](=[N:23][C:15]([CH3:16])=[CH:14][C:13]=2[C:5]2[CH:4]=[C:3]([O:2][CH3:1])[C:8]([O:9][CH3:10])=[C:7]([O:11][CH3:12])[CH:6]=2)[S:22][C:31]=1[C:32](=[O:33])[C:34]1[CH:39]=[CH:38][C:37]([O:40][CH3:41])=[CH:36][CH:35]=1. The yield is 0.840.